Dataset: Full USPTO retrosynthesis dataset with 1.9M reactions from patents (1976-2016). Task: Predict the reactants needed to synthesize the given product. (1) Given the product [OH:43][C:36]1[C:35]([CH2:34][NH:33][C:8](=[O:10])[C:7]2[CH:11]=[CH:12][C:4]([CH:1]([CH3:2])[CH3:3])=[CH:5][C:6]=2[CH3:13])=[C:40]([CH3:41])[CH:39]=[C:38]([CH3:42])[N:37]=1, predict the reactants needed to synthesize it. The reactants are: [CH:1]([C:4]1[CH:12]=[CH:11][C:7]([C:8]([OH:10])=O)=[C:6]([CH3:13])[CH:5]=1)([CH3:3])[CH3:2].Cl.CN(C)CCCN=C=NCC.C(N(CC)CC)C.[NH2:33][CH2:34][C:35]1[C:36]([OH:43])=[N:37][C:38]([CH3:42])=[CH:39][C:40]=1[CH3:41]. (2) Given the product [F:1][C:2]1[CH:9]=[CH:8][CH:7]=[C:6]([O:10][CH2:11][C:12]([F:15])([F:14])[F:13])[C:3]=1[CH:4]=[O:27], predict the reactants needed to synthesize it. The reactants are: [F:1][C:2]1[CH:9]=[CH:8][CH:7]=[C:6]([O:10][CH2:11][C:12]([F:15])([F:14])[F:13])[C:3]=1[C:4]#N.[H-].C([Al+]CC(C)C)C(C)C.C[OH:27].Cl.